This data is from Catalyst prediction with 721,799 reactions and 888 catalyst types from USPTO. The task is: Predict which catalyst facilitates the given reaction. Reactant: [CH:1]1[CH:6]=[CH:5][C:4]([NH:7][C:8]2[CH:13]=[CH:12][C:11]([OH:14])=[CH:10][CH:9]=2)=[CH:3][CH:2]=1.[H-].[Na+].[C:17]([O:21][C:22]([N:24]1[CH2:28][CH2:27][CH2:26][C@@H:25]1[CH2:29]OS(C1C=CC(C)=CC=1)(=O)=O)=[O:23])([CH3:20])([CH3:19])[CH3:18]. Product: [C:17]([O:21][C:22]([N:24]1[CH2:28][CH2:27][CH2:26][C@@H:25]1[CH2:29][O:14][C:11]1[CH:12]=[CH:13][C:8]([NH:7][C:4]2[CH:3]=[CH:2][CH:1]=[CH:6][CH:5]=2)=[CH:9][CH:10]=1)=[O:23])([CH3:20])([CH3:18])[CH3:19]. The catalyst class is: 3.